From a dataset of Forward reaction prediction with 1.9M reactions from USPTO patents (1976-2016). Predict the product of the given reaction. (1) Given the reactants [Br:1][C:2]1[CH:3]=[C:4]([CH:8]([NH:10][C:11]2[CH:12]=[C:13]([N:20]3[CH2:25][CH2:24][N:23](C(OC(C)(C)C)=O)[CH2:22][CH2:21]3)[CH:14]=[CH:15][C:16]=2[N+:17]([O-:19])=[O:18])[CH3:9])[CH:5]=[CH:6][CH:7]=1.[ClH:33].CCOCC, predict the reaction product. The product is: [ClH:33].[Br:1][C:2]1[CH:3]=[C:4]([CH:8]([NH:10][C:11]2[CH:12]=[C:13]([N:20]3[CH2:21][CH2:22][NH:23][CH2:24][CH2:25]3)[CH:14]=[CH:15][C:16]=2[N+:17]([O-:19])=[O:18])[CH3:9])[CH:5]=[CH:6][CH:7]=1. (2) Given the reactants [CH2:1]([O:8][C:9](=[O:31])[C@H:10]([CH2:16][CH2:17][CH2:18][CH2:19][NH:20][C:21]([O:23][CH2:24][C:25]1[CH:30]=[CH:29][CH:28]=[CH:27][CH:26]=1)=[O:22])[NH:11][CH2:12][CH:13]([CH3:15])[CH3:14])[C:2]1[CH:7]=[CH:6][CH:5]=[CH:4][CH:3]=1.[CH3:32][C:33]1[CH:38]=[CH:37][C:36]([S:39](Cl)(=[O:41])=[O:40])=[CH:35][CH:34]=1, predict the reaction product. The product is: [CH2:1]([O:8][C:9](=[O:31])[C@H:10]([CH2:16][CH2:17][CH2:18][CH2:19][NH:20][C:21]([O:23][CH2:24][C:25]1[CH:26]=[CH:27][CH:28]=[CH:29][CH:30]=1)=[O:22])[N:11]([CH2:12][CH:13]([CH3:15])[CH3:14])[S:39]([C:36]1[CH:37]=[CH:38][C:33]([CH3:32])=[CH:34][CH:35]=1)(=[O:41])=[O:40])[C:2]1[CH:3]=[CH:4][CH:5]=[CH:6][CH:7]=1. (3) Given the reactants [NH:1]1[C:9]2[C:4](=[CH:5][CH:6]=[CH:7][CH:8]=2)[CH:3]=[CH:2]1.[O-]P([O-])([O-])=O.[K+].[K+].[K+].[CH3:24][CH2:25][CH2:26][CH2:27][CH2:28][CH2:29][CH2:24][CH2:25][CH2:26][CH2:27][CH2:28][CH3:29].IC1C=CC=CC=1.CN[C@@H]1CCCC[C@H]1NC, predict the reaction product. The product is: [C:24]1([N:1]2[C:9]3[C:4](=[CH:5][CH:6]=[CH:7][CH:8]=3)[CH:3]=[CH:2]2)[CH:25]=[CH:26][CH:27]=[CH:28][CH:29]=1. (4) Given the reactants [NH:1]1[C:9]2[C:4](=[CH:5][C:6]([NH:10][C:11]3[C:12]4[CH:19]=[C:18]([C:20]([OH:22])=O)[NH:17][C:13]=4[N:14]=[CH:15][N:16]=3)=[CH:7][CH:8]=2)[CH:3]=[N:2]1.[CH3:23][NH:24][CH3:25], predict the reaction product. The product is: [NH:1]1[C:9]2[C:4](=[CH:5][C:6]([NH:10][C:11]3[C:12]4[CH:19]=[C:18]([C:20]([N:24]([CH3:25])[CH3:23])=[O:22])[NH:17][C:13]=4[N:14]=[CH:15][N:16]=3)=[CH:7][CH:8]=2)[CH:3]=[N:2]1. (5) Given the reactants [CH:1]12[CH2:10][CH:5]3[CH2:6][CH:7]([CH2:9][CH:3]([CH2:4]3)[CH:2]1[N:11]1[C:14](=[O:15])[C:13]([CH3:17])([CH3:16])[NH:12]1)[CH2:8]2.[C:18](Cl)(=[O:25])[C:19]1[CH:24]=[CH:23][CH:22]=[CH:21][CH:20]=1.C(N(CC)CC)C.O, predict the reaction product. The product is: [CH3:16][C:13]1([CH3:17])[N:12]([C:18]([C:19]2[CH:24]=[CH:23][CH:22]=[CH:21][CH:20]=2)=[O:25])[N:11]([CH:2]2[CH:3]3[CH2:4][CH:5]4[CH2:6][CH:7]([CH2:8][CH:1]2[CH2:10]4)[CH2:9]3)[C:14]1=[O:15]. (6) The product is: [F:1][C:2]1[CH:10]=[C:9]2[C:5]([C:6]([C:11]([OH:13])=[O:12])=[N:7][N:8]2[C:15]2[CH:20]=[C:19]([I:21])[CH:18]=[CH:17][N:16]=2)=[CH:4][CH:3]=1. Given the reactants [F:1][C:2]1[CH:10]=[C:9]2[C:5]([C:6]([C:11]([OH:13])=[O:12])=[N:7][NH:8]2)=[CH:4][CH:3]=1.F[C:15]1[CH:20]=[C:19]([I:21])[CH:18]=[CH:17][N:16]=1, predict the reaction product. (7) Given the reactants [Mg].[F:2][C:3]1[CH:8]=[CH:7][CH:6]=[C:5]([CH2:9][CH2:10][CH3:11])[CH:4]=1.BrC1C=CC=C(F)C=1.[Mg].II.C(=O)CC.C1(C)C=CC(S(O)(=O)=O)=CC=1, predict the reaction product. The product is: [F:2][C:3]1[CH:8]=[CH:7][CH:6]=[C:5]([CH2:9][CH2:10][CH3:11])[CH:4]=1. (8) Given the reactants [CH3:1][O:2][C:3](=[O:17])[CH2:4][CH2:5][C:6]1[CH:11]=[CH:10][C:9]([OH:12])=[CH:8][C:7]=1C(C)(C)C.O.[C:19]([OH:23])(=O)[CH:20]=[O:21].O, predict the reaction product. The product is: [CH3:1][O:2][C:3](=[O:17])[CH2:4][CH2:5][C:6]1[CH:7]=[C:8]([C:6]([CH3:11])([CH3:7])[CH3:5])[C:9]2[O:12][C:20](=[O:21])[CH:19]([OH:23])[C:10]=2[CH:11]=1.